From a dataset of Catalyst prediction with 721,799 reactions and 888 catalyst types from USPTO. Predict which catalyst facilitates the given reaction. (1) The catalyst class is: 4. Reactant: [Cl:1][C:2]1[CH:7]=[CH:6][CH:5]=[CH:4][C:3]=1[S:8](Cl)(=[O:10])=[O:9].Cl.[C:13]1([C:31]2[CH:36]=[CH:35][CH:34]=[CH:33][CH:32]=2)[CH:18]=[CH:17][C:16]([NH:19][C:20](=[O:30])[CH2:21][C:22](=[O:29])[N:23]2[CH2:28][CH2:27][NH:26][CH2:25][CH2:24]2)=[CH:15][CH:14]=1.CCN(C(C)C)C(C)C. Product: [C:13]1([C:31]2[CH:36]=[CH:35][CH:34]=[CH:33][CH:32]=2)[CH:14]=[CH:15][C:16]([NH:19][C:20](=[O:30])[CH2:21][C:22]([N:23]2[CH2:24][CH2:25][N:26]([S:8]([C:3]3[CH:4]=[CH:5][CH:6]=[CH:7][C:2]=3[Cl:1])(=[O:10])=[O:9])[CH2:27][CH2:28]2)=[O:29])=[CH:17][CH:18]=1. (2) Reactant: C1(P(C2C=CC=CC=2)C2C=CC=CC=2)C=CC=CC=1.CCOC(/N=N/C(OCC)=O)=O.C1(C)C=CC=CC=1.OC1C=CC(CC(=O)C)=CC=1.[C:50]([O:54][C:55]([N:57]1[CH2:62][CH2:61][CH:60](O)[CH2:59][CH2:58]1)=[O:56])([CH3:53])([CH3:52])[CH3:51]. Product: [C:50]([O:54][C:55]([N:57]1[CH2:62][CH2:61][CH2:60][CH2:59][CH2:58]1)=[O:56])([CH3:53])([CH3:51])[CH3:52]. The catalyst class is: 7. (3) Reactant: [NH2:1][CH2:2][CH2:3][CH2:4][NH:5][N:6]1[C:18]2[C:17]3[CH:16]=[CH:15][CH:14]=[CH:13][C:12]=3[N:11]=[C:10]([NH2:19])[C:9]=2[N:8]=[C:7]1[CH2:20][O:21][CH2:22][CH3:23].C(N(CC)CC)C.[CH:31]1([C:36](Cl)=[O:37])[CH2:35][CH2:34][CH2:33][CH2:32]1.CC(O)C. Product: [NH2:19][C:10]1[C:9]2[N:8]=[C:7]([CH2:20][O:21][CH2:22][CH3:23])[N:6]([NH:5][CH2:4][CH2:3][CH2:2][NH:1][C:36]([CH:31]3[CH2:35][CH2:34][CH2:33][CH2:32]3)=[O:37])[C:18]=2[C:17]2[CH:16]=[CH:15][CH:14]=[CH:13][C:12]=2[N:11]=1. The catalyst class is: 34. (4) Reactant: [C:1]12[C:7](=[CH:8][CH:9]=[CH:10][CH:11]=1)[NH:6]C(=O)[O:4][C:2]2=O.Cl.[O:14]([NH2:16])[CH3:15].C(N(CC)CC)C. Product: [NH2:6][C:7]1[CH:8]=[CH:9][CH:10]=[CH:11][C:1]=1[C:2]([NH:16][O:14][CH3:15])=[O:4]. The catalyst class is: 88. (5) Reactant: [H-].[Na+].[CH2:3]([OH:7])[C:4]#[C:5][CH3:6].Cl[C:9]1[N:14]=[CH:13][N:12]=[C:11]([N:15]2[CH2:21][C@@H:20]([CH3:22])[CH2:19][CH2:18][CH2:17][C@@H:16]2[CH3:23])[C:10]=1[F:24].[Cl-].[NH4+]. Product: [CH2:3]([O:7][C:9]1[N:14]=[CH:13][N:12]=[C:11]([N:15]2[CH2:21][C@@H:20]([CH3:22])[CH2:19][CH2:18][CH2:17][C@@H:16]2[CH3:23])[C:10]=1[F:24])[C:4]#[C:5][CH3:6]. The catalyst class is: 7.